From a dataset of Forward reaction prediction with 1.9M reactions from USPTO patents (1976-2016). Predict the product of the given reaction. (1) Given the reactants [CH2:1]([C:3]1[N:8]=[C:7]2[N:9]([C:12]3[CH:17]=[CH:16][CH:15]=[CH:14][CH:13]=3)[N:10]=[CH:11][C:6]2=[C:5]([NH2:18])[N:4]=1)[CH3:2].C(C1N=C2NN=CC2=C(N)N=1)C.IC1C=C(C=CC=1)[C:35]([O:37][CH3:38])=[O:36], predict the reaction product. The product is: [NH2:18][C:5]1[N:4]=[C:3]([CH2:1][CH3:2])[N:8]=[C:7]2[N:9]([C:12]3[CH:13]=[C:14]([CH:15]=[CH:16][CH:17]=3)[C:35]([O:37][CH3:38])=[O:36])[N:10]=[CH:11][C:6]=12. (2) Given the reactants [Cl:1][C:2]1[CH:3]=[C:4]([CH:8]=[C:9]([Cl:26])[C:10]=1[N:11]([CH2:19][C:20]1[CH:25]=[CH:24][CH:23]=[CH:22][CH:21]=1)[CH2:12][C:13]1[CH:18]=[CH:17][CH:16]=[CH:15][CH:14]=1)[C:5](O)=[O:6].O1CCCC1.B.CO, predict the reaction product. The product is: [Cl:1][C:2]1[CH:3]=[C:4]([CH2:5][OH:6])[CH:8]=[C:9]([Cl:26])[C:10]=1[N:11]([CH2:12][C:13]1[CH:14]=[CH:15][CH:16]=[CH:17][CH:18]=1)[CH2:19][C:20]1[CH:25]=[CH:24][CH:23]=[CH:22][CH:21]=1. (3) Given the reactants [C:1]([CH2:4][O:5][C:6]1[CH:16]=[CH:15][CH:14]=[CH:13][C:7]=1[O:8][CH2:9][C:10]([NH2:12])=[O:11])(=[O:3])[NH2:2].[Cl:17][S:18](O)(=[O:20])=[O:19].ClCCl, predict the reaction product. The product is: [C:10]([CH2:9][O:8][C:7]1[CH:13]=[CH:14][C:15]([S:18]([Cl:17])(=[O:20])=[O:19])=[CH:16][C:6]=1[O:5][CH2:4][C:1]([NH2:2])=[O:3])(=[O:11])[NH2:12].